Dataset: Full USPTO retrosynthesis dataset with 1.9M reactions from patents (1976-2016). Task: Predict the reactants needed to synthesize the given product. (1) Given the product [CH2:27]([NH:8][CH:9]1[CH2:18][C:17]2[C:12](=[CH:13][C:14]([O:19][S:20]([C:23]([F:25])([F:26])[F:24])(=[O:22])=[O:21])=[CH:15][CH:16]=2)[O:11][CH2:10]1)[CH2:28][CH3:29], predict the reactants needed to synthesize it. The reactants are: C(OC([N:8]([CH2:27][CH2:28][CH3:29])[CH:9]1[CH2:18][C:17]2[C:12](=[CH:13][C:14]([O:19][S:20]([C:23]([F:26])([F:25])[F:24])(=[O:22])=[O:21])=[CH:15][CH:16]=2)[O:11][CH2:10]1)=O)(C)(C)C.FC(F)(F)C(O)=O. (2) Given the product [CH2:24]1[CH:19]2[CH:18]([CH2:23][CH2:22][CH2:21][CH2:20]2)[CH2:16][CH2:17][CH2:25]1, predict the reactants needed to synthesize it. The reactants are: C(OC)(=O)C(C)=C.C=CC1C=CC=CC=1.[CH:16]([C:18]1[CH:23]=[CH:22][CH:21]=[CH:20][C:19]=1[CH:24]=[CH2:25])=[CH2:17].C1(S(OCCCCCCCCCCCC)(=O)=O)C=CC=CC=1.[Na]. (3) Given the product [Cl:1][C:2]1[N:10]=[C:9]2[C:5]([N:6]=[CH:7][NH:8]2)=[C:4]([N:15]2[CH2:16][CH2:17][O:18][CH2:19][C@H:14]2[CH3:13])[N:3]=1, predict the reactants needed to synthesize it. The reactants are: [Cl:1][C:2]1[N:10]=[C:9]2[C:5]([N:6]=[CH:7][NH:8]2)=[C:4](Cl)[N:3]=1.Cl.[CH3:13][C@@H:14]1[CH2:19][O:18][CH2:17][CH2:16][NH:15]1.C(N(C(C)C)CC)(C)C. (4) Given the product [Cl:1][C:2]1[CH:7]=[CH:6][CH:5]=[CH:4][C:3]=1[C:8]1[N:9]([C:30]2[CH:35]=[CH:34][CH:33]=[CH:32][N:31]=2)[CH:10]=[C:11]([C:13]2[CH:18]=[CH:17][N:16]=[C:15]([NH:19][C:20](=[O:22])[CH3:21])[CH:14]=2)[N:12]=1, predict the reactants needed to synthesize it. The reactants are: [Cl:1][C:2]1[CH:7]=[CH:6][CH:5]=[CH:4][C:3]=1[C:8]1[NH:9][CH:10]=[C:11]([C:13]2[CH:18]=[CH:17][N:16]=[C:15]([NH:19][C:20](=[O:22])[CH3:21])[CH:14]=2)[N:12]=1.C(=O)([O-])[O-].[K+].[K+].F[C:30]1[CH:35]=[CH:34][CH:33]=[CH:32][N:31]=1. (5) Given the product [CH2:23]([Si:15]([CH2:13][CH3:14])([CH2:21][CH3:22])[C:16]1[NH:12][C:3]2=[N:4][CH:5]=[C:6]([C:8]([F:11])([F:10])[F:9])[CH:7]=[C:2]2[C:17]=1[CH2:18][CH2:19][OH:20])[CH3:24], predict the reactants needed to synthesize it. The reactants are: I[C:2]1[C:3]([NH2:12])=[N:4][CH:5]=[C:6]([C:8]([F:11])([F:10])[F:9])[CH:7]=1.[CH2:13]([Si:15]([CH2:23][CH3:24])([CH2:21][CH3:22])[C:16]#[C:17][CH2:18][CH2:19][OH:20])[CH3:14].[Cl-].[Li+].C(=O)([O-])[O-].[Na+].[Na+]. (6) Given the product [Cl:28][C:22]1[CH:23]=[C:24]([F:27])[CH:25]=[CH:26][C:21]=1[CH:8]([C:5]1[CH:6]=[CH:7][C:2]([C:35]2[CH:36]=[CH:37][C:32]([C:29]([OH:31])=[O:30])=[CH:33][CH:34]=2)=[CH:3][CH:4]=1)[CH2:9]/[C:10](=[N:11]\[OH:12])/[C:13]1[CH:14]=[CH:15][C:16](=[O:20])[N:17]([CH3:19])[CH:18]=1, predict the reactants needed to synthesize it. The reactants are: Br[C:2]1[CH:7]=[CH:6][C:5]([CH:8]([C:21]2[CH:26]=[CH:25][C:24]([F:27])=[CH:23][C:22]=2[Cl:28])[CH2:9]/[C:10](/[C:13]2[CH:14]=[CH:15][C:16](=[O:20])[N:17]([CH3:19])[CH:18]=2)=[N:11]\[OH:12])=[CH:4][CH:3]=1.[C:29]([C:32]1[CH:37]=[CH:36][C:35](B(O)O)=[CH:34][CH:33]=1)([OH:31])=[O:30]. (7) Given the product [Br:13][C:14]1[C:22]([CH3:23])=[CH:21][C:17]([C:18]([NH:9][NH:8][C:6]2[CH:7]=[C:2]([Cl:1])[CH:3]=[CH:4][C:5]=2[S:10][CH2:11][CH3:12])=[O:19])=[C:16]([N+:24]([O-:26])=[O:25])[CH:15]=1, predict the reactants needed to synthesize it. The reactants are: [Cl:1][C:2]1[CH:3]=[CH:4][C:5]([S:10][CH2:11][CH3:12])=[C:6]([NH:8][NH2:9])[CH:7]=1.[Br:13][C:14]1[C:22]([CH3:23])=[CH:21][C:17]([C:18](O)=[O:19])=[C:16]([N+:24]([O-:26])=[O:25])[CH:15]=1. (8) Given the product [Cl:1][C:2]1[CH:10]=[CH:9][CH:8]=[C:4]2[C:3]=1[N:11]=[C:12]1[N:14]([CH2:15][CH2:16][CH2:17][O:13]1)[C:5]2=[O:6], predict the reactants needed to synthesize it. The reactants are: [Cl:1][C:2]1[C:3]([NH:11][C:12]([NH:14][CH2:15][CH2:16][CH2:17]Cl)=[O:13])=[C:4]([CH:8]=[CH:9][CH:10]=1)[C:5](O)=[O:6]. (9) Given the product [NH2:5][CH2:4][C:3]1[CH:6]=[CH:7][C:8]([Br:10])=[CH:9][C:2]=1[NH2:1], predict the reactants needed to synthesize it. The reactants are: [NH2:1][C:2]1[CH:9]=[C:8]([Br:10])[CH:7]=[CH:6][C:3]=1[C:4]#[N:5].B. (10) Given the product [Cl:36][C:12]1[C:13]2[C:18](=[CH:17][C:16]([S:19]([NH:22][C:23]3[CH:24]=[C:25]([CH:33]=[CH:34][CH:35]=3)[C:26]([O:28][C:29]([CH3:31])([CH3:32])[CH3:30])=[O:27])(=[O:21])=[O:20])=[CH:15][CH:14]=2)[C:9]([NH:4][C:3]([NH2:5])=[NH:2])=[N:10][CH:11]=1, predict the reactants needed to synthesize it. The reactants are: Cl.[NH2:2][C:3]([NH2:5])=[NH:4].[H-].[Na+].Cl[C:9]1[C:18]2[C:13](=[CH:14][CH:15]=[C:16]([S:19]([NH:22][C:23]3[CH:24]=[C:25]([CH:33]=[CH:34][CH:35]=3)[C:26]([O:28][C:29]([CH3:32])([CH3:31])[CH3:30])=[O:27])(=[O:21])=[O:20])[CH:17]=2)[C:12]([Cl:36])=[CH:11][N:10]=1.O.